Dataset: Forward reaction prediction with 1.9M reactions from USPTO patents (1976-2016). Task: Predict the product of the given reaction. Given the reactants [C:1]([C:5]1[CH:10]=[CH:9][C:8]([N:11]2[C:15]([OH:16])=[C:14]([CH:17]=O)[C:13]([CH3:19])=[N:12]2)=[CH:7][CH:6]=1)([CH3:4])([CH3:3])[CH3:2].[CH3:20][O:21][C:22]([C:24]1[CH:33]=[CH:32][C:27]([C:28]([NH:30][NH2:31])=[O:29])=[CH:26][CH:25]=1)=[O:23], predict the reaction product. The product is: [C:1]([C:5]1[CH:10]=[CH:9][C:8]([N:11]2[C:15](=[O:16])[C:14](=[CH:17][NH:31][NH:30][C:28](=[O:29])[C:27]3[CH:26]=[CH:25][C:24]([C:22]([O:21][CH3:20])=[O:23])=[CH:33][CH:32]=3)[C:13]([CH3:19])=[N:12]2)=[CH:7][CH:6]=1)([CH3:4])([CH3:3])[CH3:2].